Dataset: Forward reaction prediction with 1.9M reactions from USPTO patents (1976-2016). Task: Predict the product of the given reaction. Given the reactants C[O:2][C:3](=[O:20])[CH:4]=[CH:5][C:6]1[CH:11]=[CH:10][C:9]([C:12]([F:15])([F:14])[F:13])=[CH:8][C:7]=1[O:16][CH:17]([CH3:19])[CH3:18].[Li+].[OH-].Cl, predict the reaction product. The product is: [CH:17]([O:16][C:7]1[CH:8]=[C:9]([C:12]([F:13])([F:15])[F:14])[CH:10]=[CH:11][C:6]=1[CH:5]=[CH:4][C:3]([OH:20])=[O:2])([CH3:19])[CH3:18].